Task: Predict the product of the given reaction.. Dataset: Forward reaction prediction with 1.9M reactions from USPTO patents (1976-2016) The product is: [C:11]([N:8]1[CH2:9][CH2:10][C@@H:6]([CH2:5][C:4]([O:3][CH2:1][CH3:2])=[O:18])[CH2:7]1)(=[O:13])[CH2:21][CH3:22]. Given the reactants [CH2:1]([O:3][C:4](=[O:18])[CH2:5][C@@H:6]1[CH2:10][CH2:9][N:8]([C:11]([O:13]C(C)(C)C)=O)[CH2:7]1)[CH3:2].Cl.O1CCO[CH2:22][CH2:21]1.C(N(CC)C(C)C)(C)C.C(Cl)(=O)CC, predict the reaction product.